This data is from Reaction yield outcomes from USPTO patents with 853,638 reactions. The task is: Predict the reaction yield, written as a fraction of the theoretical maximum amount of product (1.0 means a 100% yield; for example, 0.34 means a 34% yield). (1) The reactants are [F:1][C:2]1[CH:3]=[CH:4][C:5]2[N:9]=[C:8]([C:10]3[O:11][C:12]([CH3:15])=[CH:13][CH:14]=3)[N:7]([C:16]3[C:24]4[O:23][CH2:22][C@@H:21]([NH:25][C:26]5[CH:38]=[CH:37][C:29]6[C@H:30]([CH2:33][C:34]([OH:36])=[O:35])[CH2:31][O:32][C:28]=6[CH:27]=5)[C:20]=4[CH:19]=[CH:18][CH:17]=3)[C:6]=2[CH:39]=1.[OH-].[Na+:41].C(#N)C. The catalyst is O. The product is [F:1][C:2]1[CH:3]=[CH:4][C:5]2[N:9]=[C:8]([C:10]3[O:11][C:12]([CH3:15])=[CH:13][CH:14]=3)[N:7]([C:16]3[C:24]4[O:23][CH2:22][C@@H:21]([NH:25][C:26]5[CH:38]=[CH:37][C:29]6[C@H:30]([CH2:33][C:34]([O-:36])=[O:35])[CH2:31][O:32][C:28]=6[CH:27]=5)[C:20]=4[CH:19]=[CH:18][CH:17]=3)[C:6]=2[CH:39]=1.[Na+:41]. The yield is 0.860. (2) The reactants are P(Cl)(Cl)(Cl)=O.[F:6][C:7]1[CH:12]=[CH:11][C:10]([N:13]2[CH:18]=[CH:17][N:16]=[C:15]([N:19](O)[C:20](=[NH:29])[CH2:21][O:22][C:23]3[CH:28]=[CH:27][CH:26]=[CH:25][CH:24]=3)[C:14]2=[O:31])=[CH:9][CH:8]=1.C([O-])([O-])=O.[Na+].[Na+]. The catalyst is C1COCC1. The product is [F:6][C:7]1[CH:12]=[CH:11][C:10]([N:13]2[CH:18]=[CH:17][N:16]3[N:29]=[C:20]([CH2:21][O:22][C:23]4[CH:28]=[CH:27][CH:26]=[CH:25][CH:24]=4)[N:19]=[C:15]3[C:14]2=[O:31])=[CH:9][CH:8]=1. The yield is 0.0600. (3) No catalyst specified. The yield is 1.00. The reactants are [Cl:1][C:2]1[CH:3]=[C:4]([CH:18]=[C:19]([Cl:22])[C:20]=1[OH:21])[C:5]([NH:7][C:8]1[CH:17]=[CH:16][C:11]([C:12]([O:14][CH3:15])=[O:13])=[CH:10][CH:9]=1)=[O:6].Br[CH2:24][CH:25]1[CH2:27][CH2:26]1. The product is [Cl:1][C:2]1[CH:3]=[C:4]([CH:18]=[C:19]([Cl:22])[C:20]=1[O:21][CH2:24][CH:25]1[CH2:27][CH2:26]1)[C:5]([NH:7][C:8]1[CH:9]=[CH:10][C:11]([C:12]([O:14][CH3:15])=[O:13])=[CH:16][CH:17]=1)=[O:6]. (4) The reactants are [S:1]1[CH:5]=[CH:4][CH:3]=[C:2]1[CH2:6][NH:7][C:8]([C:10]1[CH:25]=[C:13]2[CH:14]=[C:15]([C:19]3[CH:24]=[CH:23][CH:22]=[CH:21][CH:20]=3)[CH:16]=[C:17](Br)[N:12]2[N:11]=1)=[O:9].[CH3:26][O-:27].[Na+].Cl.C(Cl)Cl. The catalyst is CO. The product is [S:1]1[CH:5]=[CH:4][CH:3]=[C:2]1[CH2:6][NH:7][C:8]([C:10]1[CH:25]=[C:13]2[CH:14]=[C:15]([C:19]3[CH:24]=[CH:23][CH:22]=[CH:21][CH:20]=3)[CH:16]=[C:17]([O:27][CH3:26])[N:12]2[N:11]=1)=[O:9]. The yield is 0.400. (5) The reactants are [Cl:1][C:2]1[CH:10]=[CH:9][C:8]([OH:11])=[CH:7][C:3]=1[C:4]([NH2:6])=[O:5].CS(O[C@H:17]1[CH2:21][CH2:20][N:19]([C:22]([O:24][C:25]([CH3:28])([CH3:27])[CH3:26])=[O:23])[CH2:18]1)(=O)=O.C(=O)([O-])[O-].[Cs+].[Cs+]. The catalyst is C(#N)C. The product is [C:4]([C:3]1[CH:7]=[C:8]([CH:9]=[CH:10][C:2]=1[Cl:1])[O:11][C@H:21]1[CH2:17][CH2:18][N:19]([C:22]([O:24][C:25]([CH3:28])([CH3:27])[CH3:26])=[O:23])[CH2:20]1)(=[O:5])[NH2:6]. The yield is 0.749. (6) The reactants are [C:1]([O:5][C:6](=[O:30])[CH2:7][C@@H:8]([C:15](N1[C@H](C)[C@H](C2C=CC=CC=2)OC1=O)=[O:16])[CH2:9][C@H:10]([CH3:14])[CH2:11][CH2:12][CH3:13])([CH3:4])([CH3:3])[CH3:2].[Li+].[OH-].OO.S(=O)(O)[O-:36].[Na+].S([O-])([O-])=O.[Na+].[Na+]. The catalyst is O.C1COCC1.CCOCC.CCCCCC. The product is [C:1]([O:5][C:6](=[O:30])[CH2:7][C@H:8]([CH2:9][C@H:10]([CH3:14])[CH2:11][CH2:12][CH3:13])[C:15]([OH:16])=[O:36])([CH3:2])([CH3:3])[CH3:4]. The yield is 0.930.